The task is: Predict the reaction yield, written as a fraction of the theoretical maximum amount of product (1.0 means a 100% yield; for example, 0.34 means a 34% yield).. This data is from Reaction yield outcomes from USPTO patents with 853,638 reactions. (1) The reactants are CC(OI1(OC(C)=O)(OC(C)=O)OC(=O)C2C=CC=CC1=2)=O.[CH3:23][C:24]([CH3:35])([CH2:27][CH:28]1[CH2:33][CH2:32][CH2:31][CH:30]([CH3:34])[CH2:29]1)[CH2:25][OH:26]. The catalyst is ClCCl. The product is [CH3:23][C:24]([CH3:35])([CH2:27][CH:28]1[CH2:33][CH2:32][CH2:31][CH:30]([CH3:34])[CH2:29]1)[CH:25]=[O:26]. The yield is 0.330. (2) The catalyst is C1(C)C=CC=CC=1.C1C=CC([P]([Pd]([P](C2C=CC=CC=2)(C2C=CC=CC=2)C2C=CC=CC=2)([P](C2C=CC=CC=2)(C2C=CC=CC=2)C2C=CC=CC=2)[P](C2C=CC=CC=2)(C2C=CC=CC=2)C2C=CC=CC=2)(C2C=CC=CC=2)C2C=CC=CC=2)=CC=1. The reactants are [Br:1][C:2]1[CH:3]=[C:4](I)[CH:5]=[CH:6][CH:7]=1.[C:9]1([C:15]2[CH:33]=[C:32](B(O)O)[C:18]3[O:19][C:20]4[CH:25]=[CH:24][C:23]([C:26]5[CH:31]=[CH:30][CH:29]=[CH:28][CH:27]=5)=[CH:22][C:21]=4[C:17]=3[CH:16]=2)[CH:14]=[CH:13][CH:12]=[CH:11][CH:10]=1.C(=O)([O-])[O-].[Na+].[Na+]. The product is [Br:1][C:2]1[CH:3]=[C:4]([C:25]2[C:20]3[O:19][C:18]4[CH:32]=[CH:33][C:15]([C:9]5[CH:14]=[CH:13][CH:12]=[CH:11][CH:10]=5)=[CH:16][C:17]=4[C:21]=3[CH:22]=[C:23]([C:26]3[CH:27]=[CH:28][CH:29]=[CH:30][CH:31]=3)[CH:24]=2)[CH:5]=[CH:6][CH:7]=1. The yield is 0.440. (3) The product is [NH2:12][C:13]1[O:6][C:5]2[C:4](=[C:10]([OH:11])[CH:9]=[CH:8][CH:7]=2)[N:1]=1. The catalyst is CO.[Pd].O. The yield is 0.930. The reactants are [N+:1]([C:4]1[C:10]([OH:11])=[CH:9][CH:8]=[CH:7][C:5]=1[OH:6])([O-])=O.[N:12]#[C:13]Br. (4) The reactants are [C:1]([C:3]1[C:4]([NH2:20])=[N:5][C:6]([C:15]2[O:16][CH:17]=[CH:18][CH:19]=2)=[C:7]([C:9]2[CH:14]=[CH:13][N:12]=[CH:11][CH:10]=2)[N:8]=1)#[CH:2]. The catalyst is C(O)C.[Pt](=O)=O. The product is [CH2:1]([C:3]1[C:4]([NH2:20])=[N:5][C:6]([C:15]2[O:16][CH:17]=[CH:18][CH:19]=2)=[C:7]([C:9]2[CH:10]=[CH:11][N:12]=[CH:13][CH:14]=2)[N:8]=1)[CH3:2]. The yield is 0.880. (5) The reactants are [Br:1][C:2]1[CH:3]=[C:4]([O:16][CH3:17])[CH:5]=[C:6]2[C:11]=1[NH:10][C:9]([C:12]([OH:14])=O)=[CH:8][C:7]2=[O:15].CN(C(ON1N=NC2C=CC=CC1=2)=[N+](C)C)C.[B-](F)(F)(F)F.C1C=CC2N(O)N=NC=2C=1.[O:50]1[CH2:55][CH2:54][N:53]([C:56]2[CH:62]=[CH:61][C:59]([NH2:60])=[CH:58][CH:57]=2)[CH2:52][CH2:51]1.C(N(C(C)C)CC)(C)C. The catalyst is CN(C)C=O. The product is [N:53]1([C:56]2[CH:57]=[CH:58][C:59]([NH:60][C:12]([C:9]3[NH:10][C:11]4[C:6]([C:7](=[O:15])[CH:8]=3)=[CH:5][C:4]([O:16][CH3:17])=[CH:3][C:2]=4[Br:1])=[O:14])=[CH:61][CH:62]=2)[CH2:52][CH2:51][O:50][CH2:55][CH2:54]1. The yield is 0.580. (6) The reactants are Cl[C:2]1[N:23]=[CH:22][CH:21]=[CH:20][C:3]=1[C:4]([NH:6][CH2:7][C:8]1[S:9][C:10]([O:13][C:14]2[CH:19]=[CH:18][CH:17]=[CH:16][CH:15]=2)=[CH:11][CH:12]=1)=[O:5].[NH2:24][CH2:25][CH:26]1[CH2:28][CH2:27]1.FC(F)(F)C(O)=O. The catalyst is CS(C)=O. The product is [CH:26]1([CH2:25][NH:24][C:2]2[N:23]=[CH:22][CH:21]=[CH:20][C:3]=2[C:4]([NH:6][CH2:7][C:8]2[S:9][C:10]([O:13][C:14]3[CH:19]=[CH:18][CH:17]=[CH:16][CH:15]=3)=[CH:11][CH:12]=2)=[O:5])[CH2:28][CH2:27]1. The yield is 0.170. (7) The reactants are Br[C:2]1[CH:3]=[CH:4][C:5]([O:16][CH3:17])=[C:6]([CH:15]=1)[O:7][Si:8]([C:11]([CH3:14])([CH3:13])[CH3:12])([CH3:10])[CH3:9].C([Li])(C)(C)C.[Cl:23][C:24]1[CH:29]=[CH:28][C:27]([CH:30]=[O:31])=[CH:26][C:25]=1[S:32]([NH2:35])(=[O:34])=[O:33]. The catalyst is O1CCCC1. The product is [C:11]([Si:8]([CH3:10])([CH3:9])[O:7][C:6]1[CH:15]=[C:2]([CH:30]([OH:31])[C:27]2[CH:28]=[CH:29][C:24]([Cl:23])=[C:25]([S:32]([NH2:35])(=[O:33])=[O:34])[CH:26]=2)[CH:3]=[CH:4][C:5]=1[O:16][CH3:17])([CH3:14])([CH3:13])[CH3:12]. The yield is 0.590. (8) The reactants are [NH2:1][C@H:2]1[CH2:6][CH2:5][N:4]([C:7](=[O:38])[CH:8]([N:15]2[C:19]3[CH:20]=[C:21]([C:24]#[N:25])[CH:22]=[CH:23][C:18]=3[N:17]([S:26]([C:29]3[CH:34]=[CH:33][C:32]([O:35][CH3:36])=[CH:31][CH:30]=3)(=[O:28])=[O:27])[C:16]2=[O:37])[C:9]2[CH:14]=[CH:13][CH:12]=[CH:11][CH:10]=2)[CH2:3]1.[CH3:39][N:40]1[CH2:45][CH2:44][C:43](=O)[CH2:42][CH2:41]1. The catalyst is C1COCC1. The product is [CH3:36][O:35][C:32]1[CH:31]=[CH:30][C:29]([S:26]([N:17]2[C:18]3[CH:23]=[CH:22][C:21]([C:24]#[N:25])=[CH:20][C:19]=3[N:15]([CH:8]([C:9]3[CH:10]=[CH:11][CH:12]=[CH:13][CH:14]=3)[C:7]([N:4]3[CH2:5][CH2:6][C@H:2]([NH:1][CH:43]4[CH2:44][CH2:45][N:40]([CH3:39])[CH2:41][CH2:42]4)[CH2:3]3)=[O:38])[C:16]2=[O:37])(=[O:27])=[O:28])=[CH:34][CH:33]=1. The yield is 0.710. (9) The product is [CH3:1][N:2]([C:8]1[CH:13]=[CH:12][C:11]([N+:14]([O-:16])=[O:15])=[CH:10][CH:9]=1)[CH2:3][CH2:4][C:5]([Cl:19])=[O:6]. The reactants are [CH3:1][N:2]([C:8]1[CH:13]=[CH:12][C:11]([N+:14]([O-:16])=[O:15])=[CH:10][CH:9]=1)[CH2:3][CH2:4][C:5](O)=[O:6].S(Cl)([Cl:19])=O. The catalyst is ClCCl. The yield is 0.880.